This data is from Full USPTO retrosynthesis dataset with 1.9M reactions from patents (1976-2016). The task is: Predict the reactants needed to synthesize the given product. (1) Given the product [Cl:29][C:30]1[S:34][C:33]([C:35]([NH:37][C:38]2[CH:46]=[CH:45][CH:44]=[C:43]3[C:39]=2[C:40](=[O:48])[N:41]([CH2:8][C:5]2[CH:6]=[CH:7][C:2]([I:1])=[CH:3][CH:4]=2)[C:42]3=[O:47])=[O:36])=[CH:32][CH:31]=1, predict the reactants needed to synthesize it. The reactants are: [I:1][C:2]1[CH:7]=[CH:6][C:5]([CH2:8]O)=[CH:4][CH:3]=1.C1(P(C2C=CC=CC=2)C2C=CC=CC=2)C=CC=CC=1.[Cl:29][C:30]1[S:34][C:33]([C:35]([NH:37][C:38]2[CH:46]=[CH:45][CH:44]=[C:43]3[C:39]=2[C:40](=[O:48])[NH:41][C:42]3=[O:47])=[O:36])=[CH:32][CH:31]=1.N(C(OCC)=O)=NC(OCC)=O. (2) Given the product [N:24]1([CH2:31][CH2:32][O:33][C:34]2[CH:42]=[CH:41][C:37]([CH2:38][N:58]([CH2:57][CH3:56])[C:59]3[CH:64]=[C:63]([O:65][CH3:66])[CH:62]=[CH:61][C:60]=3[CH:67]3[CH2:71][CH2:70][N:69]([C:72]4[CH:77]=[CH:76][CH:75]=[C:74]([O:78][CH3:79])[CH:73]=4)[CH2:68]3)=[CH:36][CH:35]=2)[CH2:30][CH2:29][CH2:28][CH2:27][CH2:26][CH2:25]1, predict the reactants needed to synthesize it. The reactants are: COC1C=CC(C2CCN(C3C=CC=C(OC)C=3)C2)=C(N)C=1.Cl.[N:24]1([CH2:31][CH2:32][O:33][C:34]2[CH:42]=[CH:41][C:37]([C:38](O)=O)=[CH:36][CH:35]=2)[CH2:30][CH2:29][CH2:28][CH2:27][CH2:26][CH2:25]1.N1(CCOC2C=C[C:56]([CH2:57][NH:58][C:59]3[CH:64]=[C:63]([O:65][CH3:66])[CH:62]=[CH:61][C:60]=3[CH:67]3[CH2:71][CH2:70][N:69]([C:72]4[CH:77]=[CH:76][CH:75]=[C:74]([O:78][CH3:79])[CH:73]=4)[CH2:68]3)=CC=2)CCCCCC1.